This data is from Reaction yield outcomes from USPTO patents with 853,638 reactions. The task is: Predict the reaction yield, written as a fraction of the theoretical maximum amount of product (1.0 means a 100% yield; for example, 0.34 means a 34% yield). (1) The yield is 0.900. The product is [O:43]=[C:34]1[N:33]([CH:30]2[CH2:29][CH2:28][N:27]([C:25]([NH:24][C@H:4]([CH2:5][C:6]3[CH:7]=[C:8]4[C:12](=[CH:13][CH:14]=3)[N:11]([S:15]([CH2:18][CH2:19][Si:20]([CH3:21])([CH3:23])[CH3:22])(=[O:17])=[O:16])[N:10]=[CH:9]4)[C:3]([OH:44])=[O:2])=[O:26])[CH2:32][CH2:31]2)[CH2:42][C:41]2[C:36](=[CH:37][CH:38]=[CH:39][CH:40]=2)[NH:35]1. The reactants are C[O:2][C:3](=[O:44])[C@H:4]([NH:24][C:25]([N:27]1[CH2:32][CH2:31][CH:30]([N:33]2[CH2:42][C:41]3[C:36](=[CH:37][CH:38]=[CH:39][CH:40]=3)[NH:35][C:34]2=[O:43])[CH2:29][CH2:28]1)=[O:26])[CH2:5][C:6]1[CH:7]=[C:8]2[C:12](=[CH:13][CH:14]=1)[N:11]([S:15]([CH2:18][CH2:19][Si:20]([CH3:23])([CH3:22])[CH3:21])(=[O:17])=[O:16])[N:10]=[CH:9]2.O.[OH-].[Li+].Cl. The catalyst is O1CCCC1.CO.O. (2) The reactants are Br[C:2]1[CH:3]=[C:4]([NH:10][C:11]2[N:12]=[N:13][C:14]([C:17]([F:20])([F:19])[F:18])=[CH:15][CH:16]=2)[C:5](=[O:9])[N:6]([CH3:8])[CH:7]=1.[C:21]([O:24][CH2:25][C:26]1[C:27]([N:41]2[CH2:52][CH2:51][N:50]3[C:43](=[CH:44][C:45]4[CH2:46][C:47]([CH3:54])([CH3:53])[CH2:48][C:49]=43)[C:42]2=[O:55])=[N:28][CH:29]=[CH:30][C:31]=1B1OC(C)(C)C(C)(C)O1)(=[O:23])[CH3:22].CC(O[Na])=O.[O-]P([O-])([O-])=O.[K+].[K+].[K+]. The catalyst is C1C=CC(P(C2C=CC=CC=2)[C-]2C=CC=C2)=CC=1.C1C=CC(P(C2C=CC=CC=2)[C-]2C=CC=C2)=CC=1.Cl[Pd]Cl.[Fe+2].O.C(#N)C. The product is [C:21]([O:24][CH2:25][C:26]1[C:27]([N:41]2[CH2:52][CH2:51][N:50]3[C:43](=[CH:44][C:45]4[CH2:46][C:47]([CH3:54])([CH3:53])[CH2:48][C:49]=43)[C:42]2=[O:55])=[N:28][CH:29]=[CH:30][C:31]=1[C:2]1[CH:3]=[C:4]([NH:10][C:11]2[N:12]=[N:13][C:14]([C:17]([F:20])([F:19])[F:18])=[CH:15][CH:16]=2)[C:5](=[O:9])[N:6]([CH3:8])[CH:7]=1)(=[O:23])[CH3:22]. The yield is 0.230. (3) The reactants are [F:1][C:2]([F:28])([F:27])[C:3]([OH:26])([CH2:16][C:17]1[NH:25][C:20]2=[CH:21][N:22]=[CH:23][CH:24]=[C:19]2[CH:18]=1)[CH2:4][C:5]([C:8]1[CH:9]=[C:10]([CH:13]=[CH:14][CH:15]=1)[CH:11]=O)([CH3:7])[CH3:6].ClC(Cl)C.C(O)(=O)C.[NH:37]1[CH2:42][CH2:41][O:40][CH2:39][CH2:38]1. The catalyst is C(OCC)(=O)C.[OH-].[NH4+]. The product is [F:28][C:2]([F:1])([F:27])[C:3]([CH2:16][C:17]1[NH:25][C:20]2=[CH:21][N:22]=[CH:23][CH:24]=[C:19]2[CH:18]=1)([OH:26])[CH2:4][C:5]([CH3:7])([C:8]1[CH:15]=[CH:14][CH:13]=[C:10]([CH2:11][N:37]2[CH2:42][CH2:41][O:40][CH2:39][CH2:38]2)[CH:9]=1)[CH3:6]. The yield is 0.450. (4) The reactants are Cl.[CH2:2]([O:9][C:10]1[CH:15]=[CH:14][C:13]([NH:16]N)=[CH:12][CH:11]=1)[C:3]1[CH:8]=[CH:7][CH:6]=[CH:5][CH:4]=1.N1([C:24]2[C:25](=[O:31])[NH:26][CH2:27][CH2:28][CH2:29][CH:30]=2)CCCCC1. The catalyst is CCO.OS(O)(=O)=O. The product is [CH2:2]([O:9][C:10]1[CH:15]=[C:14]2[C:13](=[CH:12][CH:11]=1)[NH:16][C:24]1[C:25](=[O:31])[NH:26][CH2:27][CH2:28][CH2:29][C:30]2=1)[C:3]1[CH:8]=[CH:7][CH:6]=[CH:5][CH:4]=1. The yield is 0.530. (5) The catalyst is C1COCC1. The reactants are Cl[C:2]1[CH:7]=[CH:6][N:5]=[C:4]([NH:8][C:9]2[CH:14]=[CH:13][CH:12]=[C:11]([Cl:15])[CH:10]=2)[N:3]=1.[NH2:16][CH2:17][C@@H:18]1[CH2:22][CH2:21][N:20]([C:23]([O:25][C:26]([CH3:29])([CH3:28])[CH3:27])=[O:24])[CH2:19]1.C(N(C(C)C)CC)(C)C. The product is [Cl:15][C:11]1[CH:10]=[C:9]([NH:8][C:4]2[N:3]=[C:2]([NH:16][CH2:17][C@@H:18]3[CH2:22][CH2:21][N:20]([C:23]([O:25][C:26]([CH3:29])([CH3:28])[CH3:27])=[O:24])[CH2:19]3)[CH:7]=[CH:6][N:5]=2)[CH:14]=[CH:13][CH:12]=1. The yield is 0.420.